The task is: Predict the reactants needed to synthesize the given product.. This data is from Full USPTO retrosynthesis dataset with 1.9M reactions from patents (1976-2016). (1) Given the product [Br:1][C:2]1[N:6]2[N:7]=[C:8]([NH:19][CH2:18][CH2:17][O:16][C:15]3[CH:20]=[CH:21][CH:22]=[CH:23][C:14]=3[O:13][CH3:12])[CH:9]=[CH:10][C:5]2=[N:4][CH:3]=1, predict the reactants needed to synthesize it. The reactants are: [Br:1][C:2]1[N:6]2[N:7]=[C:8](Cl)[CH:9]=[CH:10][C:5]2=[N:4][CH:3]=1.[CH3:12][O:13][C:14]1[CH:23]=[CH:22][CH:21]=[CH:20][C:15]=1[O:16][CH2:17][CH2:18][NH2:19].CO. (2) Given the product [CH2:1]([C:6]1[CH:38]=[CH:37][C:9]([O:10][C:11]([C:13]2[CH:18]=[CH:17][C:16]([O:19][C:20](=[O:36])[C:21]3[CH:26]=[CH:25][C:24]([OH:27])=[CH:23][C:22]=3[Cl:35])=[CH:15][CH:14]=2)=[O:12])=[CH:8][CH:7]=1)[CH2:2][CH2:3][CH2:4][CH3:5], predict the reactants needed to synthesize it. The reactants are: [CH2:1]([C:6]1[CH:38]=[CH:37][C:9]([O:10][C:11]([C:13]2[CH:18]=[CH:17][C:16]([O:19][C:20](=[O:36])[C:21]3[CH:26]=[CH:25][C:24]([O:27]CC4C=CC=CC=4)=[CH:23][C:22]=3[Cl:35])=[CH:15][CH:14]=2)=[O:12])=[CH:8][CH:7]=1)[CH2:2][CH2:3][CH2:4][CH3:5].C1CCCCC=1.